Dataset: M1 muscarinic receptor antagonist screen with 61,756 compounds. Task: Binary Classification. Given a drug SMILES string, predict its activity (active/inactive) in a high-throughput screening assay against a specified biological target. (1) The compound is O=C1CC(CC(=O)/C1=C\Nc1ncccc1)(C)C. The result is 0 (inactive). (2) The result is 0 (inactive). The compound is S1(=O)(=O)CC(N(Cc2ccc(N(C)C)cc2)C(=O)COc2c(cccc2)C)CC1. (3) The compound is Clc1c(CNC(=O)C2CCN(CC2)C(=O)c2sccc2n2cccc2)cccc1. The result is 0 (inactive). (4) The compound is S(c1n(CCCc2ccccc2)c2c(n(c(=O)[nH]c2=O)C)n1)c1sc(nn1)C. The result is 0 (inactive). (5) The compound is S(c1n(c2c(n(c(=O)n(c2=O)C)C)n1)CCC)CC(OCc1ccccc1)=O. The result is 0 (inactive). (6) The compound is FC(F)(F)c1cc(NC(OC)=O)c(N2CCN(CC2)c2ccccc2)cc1. The result is 0 (inactive). (7) The drug is S1c2c(N(c3c1cccc3)C(=O)CSc1n(Cc3occc3)c(nn1)c1cccnc1)cccc2. The result is 0 (inactive).